This data is from Forward reaction prediction with 1.9M reactions from USPTO patents (1976-2016). The task is: Predict the product of the given reaction. The product is: [Cl:1][C:2]1[CH:3]=[CH:4][C:5]2[N:11]3[CH:12]=[CH:13][CH:14]=[C:10]3[C@@H:9]([CH2:15][CH2:16][C:17]([N:19]3[CH2:24][CH2:23][CH:22]([O:25][CH2:26][CH2:27][C:28]([OH:30])=[O:29])[CH2:21][CH2:20]3)=[O:18])[O:8][C@H:7]([C:32]3[CH:37]=[CH:36][CH:35]=[C:34]([O:38][CH3:39])[C:33]=3[O:40][CH3:41])[C:6]=2[CH:42]=1. Given the reactants [Cl:1][C:2]1[CH:3]=[CH:4][C:5]2[N:11]3[CH:12]=[CH:13][CH:14]=[C:10]3[C@@H:9]([CH2:15][CH2:16][C:17]([N:19]3[CH2:24][CH2:23][CH:22]([O:25][CH2:26][CH2:27][C:28]([O:30]C)=[O:29])[CH2:21][CH2:20]3)=[O:18])[O:8][C@H:7]([C:32]3[CH:37]=[CH:36][CH:35]=[C:34]([O:38][CH3:39])[C:33]=3[O:40][CH3:41])[C:6]=2[CH:42]=1, predict the reaction product.